Dataset: TCR-epitope binding with 47,182 pairs between 192 epitopes and 23,139 TCRs. Task: Binary Classification. Given a T-cell receptor sequence (or CDR3 region) and an epitope sequence, predict whether binding occurs between them. (1) The epitope is GTSGSPIINR. The TCR CDR3 sequence is CASSQVGRRDTQYF. Result: 0 (the TCR does not bind to the epitope). (2) The epitope is KLSYGIATV. The TCR CDR3 sequence is CASSQVSGLVYNEQFF. Result: 1 (the TCR binds to the epitope). (3) The epitope is GLCTLVAML. The TCR CDR3 sequence is CASSLGNTEAFF. Result: 1 (the TCR binds to the epitope).